Dataset: Forward reaction prediction with 1.9M reactions from USPTO patents (1976-2016). Task: Predict the product of the given reaction. (1) Given the reactants [CH2:1]([O:8][C:9]1[CH:14]=[C:13]([CH2:15][CH:16]([N+:19]([O-])=O)[CH2:17][CH3:18])[CH:12]=[CH:11][C:10]=1[O:22][CH3:23])[C:2]1[CH:7]=[CH:6][CH:5]=[CH:4][CH:3]=1.O.NN.C(N(CC)CC)C.[C:34](OC(=O)C)(=[O:36])[CH3:35].Cl, predict the reaction product. The product is: [CH2:1]([O:8][C:9]1[CH:14]=[C:13]([CH:12]=[CH:11][C:10]=1[O:22][CH3:23])[CH2:15][CH:16]([NH:19][C:34](=[O:36])[CH3:35])[CH2:17][CH3:18])[C:2]1[CH:7]=[CH:6][CH:5]=[CH:4][CH:3]=1. (2) Given the reactants [OH:1][C:2]1[C:14]2[C:13]3[C:8](=[CH:9][CH:10]=[CH:11][CH:12]=3)[NH:7][C:6]=2[CH:5]=[CH:4][CH:3]=1.ClCCl.C(NC(C)C)(C)C.[F:25][C:26]([F:39])([F:38])[S:27](O[S:27]([C:26]([F:39])([F:38])[F:25])(=[O:29])=[O:28])(=[O:29])=[O:28], predict the reaction product. The product is: [CH:5]1[C:6]2[NH:7][C:8]3[C:13](=[CH:12][CH:11]=[CH:10][CH:9]=3)[C:14]=2[C:2]([O:1][S:27]([C:26]([F:39])([F:38])[F:25])(=[O:29])=[O:28])=[CH:3][CH:4]=1.